Dataset: Forward reaction prediction with 1.9M reactions from USPTO patents (1976-2016). Task: Predict the product of the given reaction. (1) Given the reactants [CH:1]1([CH:4]([O:12][CH2:13][CH:14](OCC)OCC)[CH2:5]/[CH:6]=[CH:7]/[C:8]([O:10][CH3:11])=[O:9])[CH2:3][CH2:2]1.C(OC[C@H](OCC=[N:37][OH:38])CC=C)C1C=CC=CC=1.C(OC(OCC)CO[C@H](CC=C)COCC1C=CC=CC=1)C.C(OC[C@@H]1OCC2=NOC[C@@H]2C1)C1C=CC=CC=1, predict the reaction product. The product is: [CH:1]1([CH:4]([O:12][CH2:13][CH:14]=[N:37][OH:38])[CH2:5]/[CH:6]=[CH:7]/[C:8]([O:10][CH3:11])=[O:9])[CH2:3][CH2:2]1. (2) Given the reactants Br[C:2]1[CH:3]=[C:4]2[C:10]([C:11]3[CH:16]=[CH:15][CH:14]=[CH:13][C:12]=3[O:17][CH3:18])=[CH:9][N:8]([CH2:19][O:20][CH2:21][CH2:22][O:23][CH3:24])[C:5]2=[N:6][CH:7]=1.[Cl-].C(C1C=CC=C(C(C)C)[C:30]=1[C:38]1NC=[C:40]([C:43]2C(C(C)C)=CC=CC=2C(C)C)[NH+:39]=1)(C)C.CC(C)([O-:58])C.[K+], predict the reaction product. The product is: [CH3:24][O:23][CH2:22][CH2:21][O:20][CH2:19][N:8]1[C:5]2=[N:6][CH:7]=[C:2]([N:39]3[CH2:40][CH2:43][O:58][CH2:30][CH2:38]3)[CH:3]=[C:4]2[C:10]([C:11]2[CH:16]=[CH:15][CH:14]=[CH:13][C:12]=2[O:17][CH3:18])=[CH:9]1. (3) The product is: [CH2:1]([O:8][C:9](=[O:40])[C:10]1[CH:15]=[CH:14][C:13]([C:16]2[CH:17]=[N:18][CH:19]=[C:20]([CH2:22][C:23]([O:25][CH2:46][CH3:47])=[O:24])[CH:21]=2)=[C:12]([CH2:26][N:27]([C:30]([O:32][CH2:33][C:34]2[CH:39]=[CH:38][CH:37]=[CH:36][CH:35]=2)=[O:31])[CH2:28][CH3:29])[CH:11]=1)[CH3:2]. Given the reactants [CH2:1]([O:8][C:9](=[O:40])[C:10]1[CH:15]=[CH:14][C:13]([C:16]2[CH:17]=[N:18][CH:19]=[C:20]([CH2:22][C:23]([OH:25])=[O:24])[CH:21]=2)=[C:12]([CH2:26][N:27]([C:30]([O:32][CH2:33][C:34]2[CH:39]=[CH:38][CH:37]=[CH:36][CH:35]=2)=[O:31])[CH2:28][CH3:29])[CH:11]=1)[C:2]1C=CC=CC=1.S(=O)(=O)(O)O.[CH3:46][CH2:47]O, predict the reaction product.